From a dataset of Full USPTO retrosynthesis dataset with 1.9M reactions from patents (1976-2016). Predict the reactants needed to synthesize the given product. (1) Given the product [OH:31][CH2:32][CH2:33][N:34]1[CH2:39][CH2:38][N:37]([C:19]2[CH:20]=[CH:21][C:9]3[C:8](=[O:30])[C:7]4[C:6]5[C:14](=[CH:15][C:3]([C:1]#[N:2])=[CH:4][CH:5]=5)[NH:13][C:12]=4[C:11]([CH3:17])([CH3:16])[C:10]=3[CH:18]=2)[CH2:36][CH2:35]1, predict the reactants needed to synthesize it. The reactants are: [C:1]([C:3]1[CH:15]=[C:14]2[C:6]([C:7]3[C:8](=[O:30])[C:9]4[CH:21]=[CH:20][C:19](OS(C(F)(F)F)(=O)=O)=[CH:18][C:10]=4[C:11]([CH3:17])([CH3:16])[C:12]=3[NH:13]2)=[CH:5][CH:4]=1)#[N:2].[OH:31][CH2:32][CH2:33][N:34]1[CH2:39][CH2:38][NH:37][CH2:36][CH2:35]1. (2) Given the product [F:1][C:2]1[CH:7]=[CH:6][C:5]([CH:20]=[O:21])=[C:4]([OH:8])[CH:3]=1, predict the reactants needed to synthesize it. The reactants are: [F:1][C:2]1[CH:3]=[C:4]([OH:8])[CH:5]=[CH:6][CH:7]=1.C([Mg]Br)C.CCN(CC)CC.[CH2:20]=[O:21].Cl.